Dataset: Full USPTO retrosynthesis dataset with 1.9M reactions from patents (1976-2016). Task: Predict the reactants needed to synthesize the given product. (1) Given the product [NH2:21][C:18]1[S:19][CH:20]=[C:16](/[C:15](=[N:22]/[O:23][C:24]2([C:27]([OH:29])=[O:28])[CH2:26][CH2:25]2)/[C:14]([NH:13][C@@H:12]2[C:11](=[O:31])[N:10]([S:32]([OH:35])(=[O:34])=[O:33])[C@@H:9]2[CH2:8][N:6]2[CH:7]=[C:3]([CH2:2][NH:1][C:42]([NH2:43])=[NH:37])[N:4]=[N:5]2)=[O:30])[N:17]=1, predict the reactants needed to synthesize it. The reactants are: [NH2:1][CH2:2][C:3]1[N:4]=[N:5][N:6]([CH2:8][C@@H:9]2[C@H:12]([NH:13][C:14](=[O:30])/[C:15](=[N:22]\[O:23][C:24]3([C:27]([OH:29])=[O:28])[CH2:26][CH2:25]3)/[C:16]3[N:17]=[C:18]([NH2:21])[S:19][CH:20]=3)[C:11](=[O:31])[N:10]2[S:32]([OH:35])(=[O:34])=[O:33])[CH:7]=1.Cl.[N:37]1([C:42](N)=[NH:43])C=CC=N1.CCN(C(C)C)C(C)C. (2) Given the product [CH2:1]([O:8][C:9](=[O:20])[NH:10][C@H:11]1[CH2:17][CH2:16][C@@H:15]([OH:14])[CH2:18][C@@H:12]1[CH:13]=[CH:21][CH3:22])[C:2]1[CH:7]=[CH:6][CH:5]=[CH:4][CH:3]=1, predict the reactants needed to synthesize it. The reactants are: [CH2:1]([O:8][C:9](=[O:20])[NH:10][CH:11]1[CH2:17][CH2:16][CH:15]2[CH2:18][CH:12]1[C:13](=O)[O:14]2)[C:2]1[CH:7]=[CH:6][CH:5]=[CH:4][CH:3]=1.[CH3:21][CH:22](C[AlH]CC(C)C)C.C[Si]([N-][Si](C)(C)C)(C)C.[K+].